From a dataset of Reaction yield outcomes from USPTO patents with 853,638 reactions. Predict the reaction yield, written as a fraction of the theoretical maximum amount of product (1.0 means a 100% yield; for example, 0.34 means a 34% yield). (1) The reactants are CC1C=C(N2CCN(CCOC3C=CC=CC=3)C2=O)SC=1C(O)=O.[F:25][C:26]1[CH:47]=[CH:46][C:29]([CH2:30][N:31]2[CH2:35][CH2:34][N:33]([C:36]3[S:40][C:39]([C:41]([OH:43])=O)=[C:38]([CH3:44])[CH:37]=3)[C:32]2=[O:45])=[CH:28][CH:27]=1.CS(O)(=O)=O.[NH:53]1[C:61]2[C:56](=[CH:57][CH:58]=[CH:59][CH:60]=2)[CH:55]=[C:54]1[CH2:62][NH2:63]. No catalyst specified. The product is [NH:53]1[C:61]2[C:56](=[CH:57][CH:58]=[CH:59][CH:60]=2)[CH:55]=[C:54]1[CH2:62][NH:63][C:41]([C:39]1[S:40][C:36]([N:33]2[CH2:34][CH2:35][N:31]([CH2:30][C:29]3[CH:28]=[CH:27][C:26]([F:25])=[CH:47][CH:46]=3)[C:32]2=[O:45])=[CH:37][C:38]=1[CH3:44])=[O:43]. The yield is 0.750. (2) The reactants are [H-].[Na+].Cl.[OH:4][NH2:5].[F:6][C:7]1[CH:8]=[C:9]2[C:13](=[CH:14][CH:15]=1)[NH:12][C:11](=[O:16])/[C:10]/2=[CH:17]\[C:18]1[NH:22][C:21]([CH3:23])=[C:20]([C:24]([NH:26][CH2:27][CH2:28][CH2:29][CH2:30][CH2:31][C:32]([O:34]C)=O)=[O:25])[C:19]=1[CH3:36]. The catalyst is CN(C=O)C.CS(C)=O. The product is [OH:4][NH:5][C:32]([CH2:31][CH2:30][CH2:29][CH2:28][CH2:27][NH:26][C:24]([C:20]1[C:19]([CH3:36])=[C:18](/[CH:17]=[C:10]2\[C:11](=[O:16])[NH:12][C:13]3[C:9]\2=[CH:8][C:7]([F:6])=[CH:15][CH:14]=3)[NH:22][C:21]=1[CH3:23])=[O:25])=[O:34]. The yield is 0.112. (3) The reactants are [Cl:1][C:2]1[CH:10]=[C:9]([O:11][C:12]2[C:17]([C:18]([N:20]3[C:29]4[C:24](=[CH:25][CH:26]=[CH:27][CH:28]=4)[N:23]([CH:30]4[CH2:32][CH2:31]4)[CH2:22][CH2:21]3)=[O:19])=[CH:16][N:15]=[C:14]([CH3:33])[CH:13]=2)[C:8]([Cl:34])=[CH:7][C:3]=1[C:4]([OH:6])=O.[NH2:35][C:36]1[NH:40][N:39]=[N:38][N:37]=1. No catalyst specified. The product is [Cl:1][C:2]1[CH:10]=[C:9]([O:11][C:12]2[C:17]([C:18]([N:20]3[C:29]4[C:24](=[CH:25][CH:26]=[CH:27][CH:28]=4)[N:23]([CH:30]4[CH2:31][CH2:32]4)[CH2:22][CH2:21]3)=[O:19])=[CH:16][N:15]=[C:14]([CH3:33])[CH:13]=2)[C:8]([Cl:34])=[CH:7][C:3]=1[C:4]([NH:35][C:36]1[NH:40][N:39]=[N:38][N:37]=1)=[O:6]. The yield is 0.150. (4) The reactants are [CH2:1]([O:3][C:4]([C:6]1[CH:10]=[C:9]([CH3:11])[N:8]([C:12]2[CH:20]=[CH:19][C:18]([N+:21]([O-:23])=[O:22])=[CH:17][C:13]=2[C:14]([OH:16])=O)[N:7]=1)=[O:5])[CH3:2].[CH2:24]1[C:33]2[C:28](=[CH:29][CH:30]=[CH:31][CH:32]=2)[CH2:27][C@@H:26]([CH2:34][OH:35])[NH:25]1.CCN=C=NCCCN(C)C.Cl.C1C=CC2N(O)N=NC=2C=1. The yield is 0.490. The product is [OH:35][CH2:34][C@@H:26]1[CH2:27][C:28]2[C:33](=[CH:32][CH:31]=[CH:30][CH:29]=2)[CH2:24][N:25]1[C:14]([C:13]1[CH:17]=[C:18]([N+:21]([O-:23])=[O:22])[CH:19]=[CH:20][C:12]=1[N:8]1[C:9]([CH3:11])=[CH:10][C:6]([C:4]([O:3][CH2:1][CH3:2])=[O:5])=[N:7]1)=[O:16]. The catalyst is CN(C=O)C.O. (5) The yield is 0.0400. The reactants are [Br:1][C:2]1[CH:9]=[CH:8][C:5]([CH:6]=O)=[C:4](F)[CH:3]=1.[C:11]([NH2:14])(=[NH:13])[CH3:12]. The catalyst is CC(N(C)C)=O. The product is [Br:1][C:2]1[CH:3]=[C:4]2[C:5]([CH:6]=[N:13][C:11]([CH3:12])=[N:14]2)=[CH:8][CH:9]=1. (6) The reactants are C[O:2][C:3](=[O:24])[CH:4]([C:11]1[CH:16]=[CH:15][C:14]([S:17]([CH3:20])(=[O:19])=[O:18])=[C:13]([N+:21]([O-:23])=[O:22])[CH:12]=1)[CH2:5][CH:6]1[CH2:10][CH2:9][CH2:8][CH2:7]1.[OH-].[Li+]. The catalyst is O1CCCC1. The product is [CH:6]1([CH2:5][CH:4]([C:11]2[CH:16]=[CH:15][C:14]([S:17]([CH3:20])(=[O:19])=[O:18])=[C:13]([N+:21]([O-:23])=[O:22])[CH:12]=2)[C:3]([OH:24])=[O:2])[CH2:10][CH2:9][CH2:8][CH2:7]1. The yield is 0.870. (7) The reactants are [N+:1]([C:4]1[CH:9]=[CH:8][C:7]([S:10]([NH:13][C@@H:14]([C:18]2[CH:23]=[CH:22][CH:21]=[CH:20][CH:19]=2)[C:15]([OH:17])=[O:16])(=[O:12])=[O:11])=[CH:6][CH:5]=1)([O-:3])=[O:2].S(Cl)(Cl)=O.[CH:28]1(O)[CH2:32][CH2:31][CH2:30][CH2:29]1. No catalyst specified. The product is [CH:28]1([O:16][C:15](=[O:17])[C@@H:14]([NH:13][S:10]([C:7]2[CH:6]=[CH:5][C:4]([N+:1]([O-:3])=[O:2])=[CH:9][CH:8]=2)(=[O:12])=[O:11])[C:18]2[CH:19]=[CH:20][CH:21]=[CH:22][CH:23]=2)[CH2:32][CH2:31][CH2:30][CH2:29]1. The yield is 0.700. (8) The reactants are [CH:1]1([CH2:7][N:8]2[C:12]([C:13]3[CH2:17][C:16]4([CH2:22][CH2:21][CH2:20][CH2:19][CH2:18]4)[NH:15][N:14]=3)=[CH:11][C:10]([C:23](O)=[O:24])=[C:9]2[CH3:26])[CH2:6][CH2:5][CH2:4][CH2:3][CH2:2]1.[O:27]1[CH2:32][CH2:31][CH:30]([NH2:33])[CH2:29][CH2:28]1.CN(C(ON1N=NC2C=CC=NC1=2)=[N+](C)C)C.F[P-](F)(F)(F)(F)F.CCN(C(C)C)C(C)C. The catalyst is CN(C=O)C.O. The product is [CH:1]1([CH2:7][N:8]2[C:12]([C:13]3[CH2:17][C:16]4([CH2:22][CH2:21][CH2:20][CH2:19][CH2:18]4)[NH:15][N:14]=3)=[CH:11][C:10]([C:23]([NH:33][CH:30]3[CH2:31][CH2:32][O:27][CH2:28][CH2:29]3)=[O:24])=[C:9]2[CH3:26])[CH2:2][CH2:3][CH2:4][CH2:5][CH2:6]1. The yield is 0.710.